From a dataset of Full USPTO retrosynthesis dataset with 1.9M reactions from patents (1976-2016). Predict the reactants needed to synthesize the given product. Given the product [OH:13][C:7]1[C:6]2[C:10](=[CH:11][CH:12]=[C:4]([N+:1]([O-:3])=[O:2])[CH:5]=2)[N:9]([C:14]([O:15][CH2:16][CH3:17])=[O:18])[N:8]=1, predict the reactants needed to synthesize it. The reactants are: [N+:1]([C:4]1[CH:5]=[C:6]2[C:10](=[CH:11][CH:12]=1)[NH:9][N:8]=[C:7]2[OH:13])([O-:3])=[O:2].[C:14](Cl)(=[O:18])[O:15][CH2:16][CH3:17].